Dataset: Reaction yield outcomes from USPTO patents with 853,638 reactions. Task: Predict the reaction yield, written as a fraction of the theoretical maximum amount of product (1.0 means a 100% yield; for example, 0.34 means a 34% yield). The reactants are C[O:2][C:3]1[C:4]([C:9]2[C:14]([Cl:15])=[CH:13][CH:12]=[CH:11][C:10]=2[Cl:16])=[CH:5][CH:6]=[CH:7][CH:8]=1.B(Br)(Br)Br. No catalyst specified. The product is [Cl:15][C:14]1[CH:13]=[CH:12][CH:11]=[C:10]([Cl:16])[C:9]=1[C:4]1[C:3]([OH:2])=[CH:8][CH:7]=[CH:6][CH:5]=1. The yield is 0.990.